From a dataset of Forward reaction prediction with 1.9M reactions from USPTO patents (1976-2016). Predict the product of the given reaction. (1) Given the reactants [CH2:1]([N:8]1[C:17](=[O:18])[C:16]2[C:11](=[CH:12][C:13]([Cl:19])=[CH:14][CH:15]=2)[N:10]=[C:9]1[CH:20]([NH:24][CH2:25][C:26]([NH:29][C:30](=O)[C:31]1[CH:36]=[CH:35][C:34]([CH3:37])=[C:33]([F:38])[CH:32]=1)([CH3:28])[CH3:27])[CH:21]([CH3:23])[CH3:22])[C:2]1[CH:7]=[CH:6][CH:5]=[CH:4][CH:3]=1, predict the reaction product. The product is: [CH2:1]([N:8]1[C:17](=[O:18])[C:16]2[C:11](=[CH:12][C:13]([Cl:19])=[CH:14][CH:15]=2)[N:10]=[C:9]1[CH:20]([N:24]1[CH2:25][C:26]([CH3:28])([CH3:27])[N:29]=[C:30]1[C:31]1[CH:36]=[CH:35][C:34]([CH3:37])=[C:33]([F:38])[CH:32]=1)[CH:21]([CH3:23])[CH3:22])[C:2]1[CH:7]=[CH:6][CH:5]=[CH:4][CH:3]=1. (2) Given the reactants [OH:1][C:2]1[CH:3]=[C:4]([CH:9]=[CH:10][C:11]=1[O:12][CH3:13])[CH:5]=[CH:6][CH:7]=[O:8], predict the reaction product. The product is: [OH:1][C:2]1[CH:3]=[C:4]([CH2:5][CH2:6][CH:7]=[O:8])[CH:9]=[CH:10][C:11]=1[O:12][CH3:13]. (3) Given the reactants [N:1]([CH:4]([CH2:9][CH2:10][CH2:11][CH2:12][NH:13][C:14]([O:16][CH2:17][C:18]1[CH:23]=[CH:22][CH:21]=[CH:20][CH:19]=1)=[O:15])[C:5]([O:7][CH3:8])=[O:6])=[N+:2]=[N-].C1(P(C2C=CC=CC=2)CCC(ON2C(=O)CCC2=O)=O)C=CC=CC=1.C([O-])(O)=O.[Na+], predict the reaction product. The product is: [CH2:17]([O:16][C:14]([NH:13][CH2:12][CH2:11][CH2:10][CH2:9][C:4](=[N+:1]=[N-:2])[C:5]([O:7][CH3:8])=[O:6])=[O:15])[C:18]1[CH:19]=[CH:20][CH:21]=[CH:22][CH:23]=1.